Dataset: Peptide-MHC class I binding affinity with 185,985 pairs from IEDB/IMGT. Task: Regression. Given a peptide amino acid sequence and an MHC pseudo amino acid sequence, predict their binding affinity value. This is MHC class I binding data. (1) The peptide sequence is GEQVDLGPVL. The MHC is HLA-B40:01 with pseudo-sequence HLA-B40:01. The binding affinity (normalized) is 0.158. (2) The peptide sequence is LANETTQAL. The MHC is HLA-B27:03 with pseudo-sequence HLA-B27:03. The binding affinity (normalized) is 0.0847. (3) The peptide sequence is ASIADILTY. The MHC is HLA-B58:01 with pseudo-sequence HLA-B58:01. The binding affinity (normalized) is 0.719. (4) The peptide sequence is KSRQGDTKV. The MHC is HLA-B39:01 with pseudo-sequence HLA-B39:01. The binding affinity (normalized) is 0.0847.